Dataset: Full USPTO retrosynthesis dataset with 1.9M reactions from patents (1976-2016). Task: Predict the reactants needed to synthesize the given product. (1) The reactants are: [Cl:1][C:2]1[C:7]([CH3:8])=[C:6](Cl)[N:5]2[N:10]=[CH:11][C:12]([C:13]([O:15][CH2:16][CH3:17])=[O:14])=[C:4]2[N:3]=1.N.O1CCCC1. Given the product [Cl:1][C:2]1[C:7]([CH3:8])=[CH:6][N:5]2[N:10]=[CH:11][C:12]([C:13]([O:15][CH2:16][CH3:17])=[O:14])=[C:4]2[N:3]=1, predict the reactants needed to synthesize it. (2) Given the product [CH:33]1([CH3:32])[CH2:34][CH2:35][CH:36]([CH:39]([CH3:41])[CH3:40])[CH:37]([OH:10])[CH2:38]1, predict the reactants needed to synthesize it. The reactants are: O.N[C@H](C(O)=[O:10])CCCCN.OC(C(C1C=CC=C(C(C2C=CC=CC=2)=O)C=1)C)=O.C[CH2:32][C:33]1[CH:34]=[CH:35][C:36]([CH:39]([CH2:41]CC2C=CC([N+](C)(C)C)=CC=2)[CH3:40])=[CH:37][CH:38]=1. (3) Given the product [Cl:1][C:2]1[CH:3]=[C:4]([C:9]2([C:22]([F:23])([F:25])[F:24])[O:13][N:12]=[C:11]([C:14]3[CH:15]=[CH:16][C:17]([CH3:21])=[C:18]([NH:19][C:34](=[O:35])[CH2:33][C:28]4[CH:29]=[CH:30][CH:31]=[CH:32][N:27]=4)[CH:20]=3)[CH2:10]2)[CH:5]=[C:6]([Cl:8])[CH:7]=1, predict the reactants needed to synthesize it. The reactants are: [Cl:1][C:2]1[CH:3]=[C:4]([C:9]2([C:22]([F:25])([F:24])[F:23])[O:13][N:12]=[C:11]([C:14]3[CH:15]=[CH:16][C:17]([CH3:21])=[C:18]([CH:20]=3)[NH2:19])[CH2:10]2)[CH:5]=[C:6]([Cl:8])[CH:7]=1.Cl.[N:27]1[CH:32]=[CH:31][CH:30]=[CH:29][C:28]=1[CH2:33][C:34](O)=[O:35].Cl.C(N(CC)CCCN=C=NCC)C.C(=O)([O-])O.[Na+]. (4) The reactants are: C([O:5][CH2:6][CH2:7][O:8][NH:9][C:10]([C:12]1[CH:13]=[N:14][N:15]2[CH:20]=[CH:19][C:18]([N:21]3[CH2:25][CH2:24][CH2:23][C@@H:22]3[C:26]3[C:27]([Cl:33])=[N:28][CH:29]=[C:30]([F:32])[CH:31]=3)=[N:17][C:16]=12)=[O:11])(C)(C)C.Cl. Given the product [Cl:33][C:27]1[C:26]([C@H:22]2[CH2:23][CH2:24][CH2:25][N:21]2[C:18]2[CH:19]=[CH:20][N:15]3[N:14]=[CH:13][C:12]([C:10]([NH:9][O:8][CH2:7][CH2:6][OH:5])=[O:11])=[C:16]3[N:17]=2)=[CH:31][C:30]([F:32])=[CH:29][N:28]=1, predict the reactants needed to synthesize it. (5) Given the product [O:20]1[CH2:21][CH2:22][CH2:23][CH2:24][CH:19]1[N:10]1[C:11]2[C:16](=[CH:15][C:14]([C:17]([NH2:18])=[O:42])=[CH:13][CH:12]=2)[C:8]([C:4]2[CH:5]=[CH:6][CH:7]=[C:2]([NH:1][C:26]([C:27]3[CH:28]=[N:29][CH:30]=[CH:31][CH:32]=3)=[O:33])[CH:3]=2)=[N:9]1, predict the reactants needed to synthesize it. The reactants are: [NH2:1][C:2]1[CH:3]=[C:4]([C:8]2[C:16]3[C:11](=[CH:12][CH:13]=[C:14]([C:17]#[N:18])[CH:15]=3)[N:10]([CH:19]3[CH2:24][CH2:23][CH2:22][CH2:21][O:20]3)[N:9]=2)[CH:5]=[CH:6][CH:7]=1.Cl.[C:26](Cl)(=[O:33])[C:27]1[CH:32]=[CH:31][CH:30]=[N:29][CH:28]=1.C(N(CC)CC)C.[O:42]1CCCC1. (6) Given the product [CH3:7][C:3](=[C:4]([CH3:6])[CH3:5])[CH2:2][N:25]1[CH:26]=[C:22]([B:17]2[O:16][C:15]([CH3:27])([CH3:14])[C:19]([CH3:21])([CH3:20])[O:18]2)[CH:23]=[N:24]1, predict the reactants needed to synthesize it. The reactants are: Br[CH2:2][C:3]([CH3:7])=[C:4]([CH3:6])[CH3:5].C(=O)([O-])[O-].[Cs+].[Cs+].[CH3:14][C:15]1([CH3:27])[C:19]([CH3:21])([CH3:20])[O:18][B:17]([C:22]2[CH:23]=[N:24][NH:25][CH:26]=2)[O:16]1.